From a dataset of Forward reaction prediction with 1.9M reactions from USPTO patents (1976-2016). Predict the product of the given reaction. (1) Given the reactants [Cl:1][C:2]1[CH:3]=[C:4]([C:10]2[CH:11]=[C:12]([CH:16]([NH:20][S:21]([CH2:24][CH3:25])(=[O:23])=[O:22])[CH:17]3[CH2:19][CH2:18]3)[CH:13]=[N:14][CH:15]=2)[CH:5]=[CH:6][C:7]=1[C:8]#[N:9].[H-].[Na+].I[CH2:29][CH3:30], predict the reaction product. The product is: [Cl:1][C:2]1[CH:3]=[C:4]([C:10]2[CH:11]=[C:12]([CH:16]([N:20]([CH2:29][CH3:30])[S:21]([CH2:24][CH3:25])(=[O:23])=[O:22])[CH:17]3[CH2:19][CH2:18]3)[CH:13]=[N:14][CH:15]=2)[CH:5]=[CH:6][C:7]=1[C:8]#[N:9]. (2) Given the reactants [F:1][C:2]1[CH:8]=[C:7]([Br:9])[CH:6]=[CH:5][C:3]=1N.[BH3-][C:11]#[N:12].[Na+].O.[OH-].[K+].[CH3:17]C(O)=O, predict the reaction product. The product is: [Br:9][C:7]1[CH:6]=[CH:5][C:3]([N:12]([CH3:11])[CH3:17])=[C:2]([F:1])[CH:8]=1. (3) Given the reactants [C:1]1([C:30]2[CH:35]=[CH:34][CH:33]=[CH:32][CH:31]=2)[CH:6]=[CH:5][C:4]([C:7]2([C:10]3[N:14]4[CH2:15][CH2:16][S:17][C:18]([CH2:21][O:22][Si](C(C)(C)C)(C)C)([CH3:20])[CH2:19][C:13]4=[N:12][N:11]=3)[CH2:9][CH2:8]2)=[CH:3][CH:2]=1.Cl, predict the reaction product. The product is: [C:1]1([C:30]2[CH:35]=[CH:34][CH:33]=[CH:32][CH:31]=2)[CH:2]=[CH:3][C:4]([C:7]2([C:10]3[N:14]4[CH2:15][CH2:16][S:17][C:18]([CH2:21][OH:22])([CH3:20])[CH2:19][C:13]4=[N:12][N:11]=3)[CH2:8][CH2:9]2)=[CH:5][CH:6]=1. (4) Given the reactants [CH:1]1([CH2:6][CH:7]([N:11]2[C:16](=[O:17])[CH:15]=[C:14]([O:18][C:19]3[C:27]4[O:26][C:25]([CH3:29])([CH3:28])[CH2:24][C:23]=4[CH:22]=[CH:21][CH:20]=3)[CH:13]=[N:12]2)[C:8](O)=[O:9])[CH2:5][CH2:4][CH2:3][CH2:2]1.[NH2:30][C:31]1[CH:35]=[CH:34][N:33]([CH2:36][C:37]([CH3:40])([OH:39])[CH3:38])[N:32]=1, predict the reaction product. The product is: [CH:1]1([CH2:6][CH:7]([N:11]2[C:16](=[O:17])[CH:15]=[C:14]([O:18][C:19]3[C:27]4[O:26][C:25]([CH3:28])([CH3:29])[CH2:24][C:23]=4[CH:22]=[CH:21][CH:20]=3)[CH:13]=[N:12]2)[C:8]([NH:30][C:31]2[CH:35]=[CH:34][N:33]([CH2:36][C:37]([OH:39])([CH3:38])[CH3:40])[N:32]=2)=[O:9])[CH2:2][CH2:3][CH2:4][CH2:5]1. (5) Given the reactants C[O:2][C:3]([C:5]1[CH:14]=[CH:13][C:12]2[C:7](=[CH:8][CH:9]=[C:10]([O:53][CH3:54])[C:11]=2[CH2:15][N:16]2[C:22](=[O:23])[C@@H:21]([NH:24][C:25](=[O:37])[C@@H:26]([N:28]([C:30]([O:32][C:33]([CH3:36])([CH3:35])[CH3:34])=[O:31])[CH3:29])[CH3:27])[CH2:20][N:19]([C:38](=[O:48])[C:39]3[CH:44]=[CH:43][C:42]([C:45](=[O:47])[CH3:46])=[CH:41][CH:40]=3)[C:18]3[CH:49]=[CH:50][CH:51]=[CH:52][C:17]2=3)[CH:6]=1)=[O:4].[Li+].[OH-].C(O)(=O)CC(CC(O)=O)(C(O)=O)O, predict the reaction product. The product is: [C:45]([C:42]1[CH:41]=[CH:40][C:39]([C:38]([N:19]2[CH2:20][C@H:21]([NH:24][C:25](=[O:37])[C@@H:26]([N:28]([C:30]([O:32][C:33]([CH3:36])([CH3:34])[CH3:35])=[O:31])[CH3:29])[CH3:27])[C:22](=[O:23])[N:16]([CH2:15][C:11]3[C:10]([O:53][CH3:54])=[CH:9][CH:8]=[C:7]4[C:12]=3[CH:13]=[CH:14][C:5]([C:3]([OH:4])=[O:2])=[CH:6]4)[C:17]3[CH:52]=[CH:51][CH:50]=[CH:49][C:18]2=3)=[O:48])=[CH:44][CH:43]=1)(=[O:47])[CH3:46]. (6) Given the reactants [C:1]([CH2:3][C:4]1([N:25]2[CH:29]=[C:28]([C:30]3[C:31]([CH3:36])=[N:32][NH:33][C:34]=3[CH3:35])[CH:27]=[N:26]2)[CH2:7][N:6]([C:8]2[C:22]([F:23])=[CH:21][C:11]([C:12]([NH:14][C@@H:15]([CH3:20])[C:16]([F:19])([F:18])[F:17])=[O:13])=[C:10]([F:24])[CH:9]=2)[CH2:5]1)#[N:2].[P:37](=[O:41])([OH:40])([OH:39])[OH:38].CCCCCCC, predict the reaction product. The product is: [P:37](=[O:38])([OH:41])([OH:40])[OH:39].[C:1]([CH2:3][C:4]1([N:25]2[CH:29]=[C:28]([C:30]3[C:34]([CH3:35])=[N:33][NH:32][C:31]=3[CH3:36])[CH:27]=[N:26]2)[CH2:7][N:6]([C:8]2[C:22]([F:23])=[CH:21][C:11]([C:12]([NH:14][C@@H:15]([CH3:20])[C:16]([F:19])([F:18])[F:17])=[O:13])=[C:10]([F:24])[CH:9]=2)[CH2:5]1)#[N:2]. (7) Given the reactants [F:1][C:2]1[CH:21]=[CH:20][C:5]2[C:6]([C:9]3[CH:14]=[CH:13][C:12]([O:15][CH2:16][C@H:17]4[CH2:19][O:18]4)=[CH:11][CH:10]=3)=[N:7][O:8][C:4]=2[CH:3]=1.[F:22][C:23]1[CH:30]=[C:29]([F:31])[CH:28]=[CH:27][C:24]=1[CH2:25][NH2:26], predict the reaction product. The product is: [F:22][C:23]1[CH:30]=[C:29]([F:31])[CH:28]=[CH:27][C:24]=1[CH2:25][NH:26][CH2:19][C@@H:17]([OH:18])[CH2:16][O:15][C:12]1[CH:11]=[CH:10][C:9]([C:6]2[C:5]3[CH:20]=[CH:21][C:2]([F:1])=[CH:3][C:4]=3[O:8][N:7]=2)=[CH:14][CH:13]=1. (8) Given the reactants C1(N=C=NC2CCCCC2)CCCCC1.[CH3:16][N:17]([CH3:23])[C:18](=[O:22])[C:19]([OH:21])=O.ON1C2C=CC=CC=2N=N1.[CH3:34][O:35][C:36]1[CH:45]=[C:44]([O:46][CH3:47])[CH:43]=[C:42]2[C:37]=1[C:38](=[O:61])[NH:39][C:40]([C:48]1[C:53]([NH:54][CH:55]3[CH2:60][CH2:59][NH:58][CH2:57][CH2:56]3)=[CH:52][CH:51]=[CH:50][N:49]=1)=[N:41]2, predict the reaction product. The product is: [CH3:34][O:35][C:36]1[CH:45]=[C:44]([O:46][CH3:47])[CH:43]=[C:42]2[C:37]=1[C:38](=[O:61])[NH:39][C:40]([C:48]1[C:53]([NH:54][CH:55]3[CH2:60][CH2:59][N:58]([C:19](=[O:21])[C:18]([N:17]([CH3:23])[CH3:16])=[O:22])[CH2:57][CH2:56]3)=[CH:52][CH:51]=[CH:50][N:49]=1)=[N:41]2.